Predict the product of the given reaction. From a dataset of Forward reaction prediction with 1.9M reactions from USPTO patents (1976-2016). (1) Given the reactants [Cl:1][C:2]1[CH:10]=[CH:9][CH:8]=[C:7]2[C:3]=1[C:4]([C:15]([OH:17])=O)=[CH:5][N:6]2[CH:11]1[CH2:14][O:13][CH2:12]1.CN(C(ON1N=NC2C=CC=NC1=2)=[N+](C)C)C.F[P-](F)(F)(F)(F)F.CCN(C(C)C)C(C)C.[NH2:51][CH2:52][C:53]1([OH:60])[CH2:58][CH2:57][CH2:56][CH:55]([CH3:59])[CH2:54]1, predict the reaction product. The product is: [Cl:1][C:2]1[CH:10]=[CH:9][CH:8]=[C:7]2[C:3]=1[C:4]([C:15]([NH:51][CH2:52][C:53]1([OH:60])[CH2:58][CH2:57][CH2:56][CH:55]([CH3:59])[CH2:54]1)=[O:17])=[CH:5][N:6]2[CH:11]1[CH2:12][O:13][CH2:14]1. (2) Given the reactants [C:1]([C:3]1[C:12]2[C:7](=[CH:8][CH:9]=[C:10]([O:13][C:14]3[CH:19]=[CH:18][CH:17]=[CH:16][CH:15]=3)[CH:11]=2)[C:6]([OH:20])=[C:5]([C:21]([NH:23][C:24]([CH3:32])([CH3:31])[CH2:25][CH2:26][C:27]([O:29]C)=[O:28])=[O:22])[N:4]=1)#[N:2].O.CCOC(C)=O.Cl, predict the reaction product. The product is: [C:1]([C:3]1[C:12]2[C:7](=[CH:8][CH:9]=[C:10]([O:13][C:14]3[CH:15]=[CH:16][CH:17]=[CH:18][CH:19]=3)[CH:11]=2)[C:6]([OH:20])=[C:5]([C:21]([NH:23][C:24]([CH3:32])([CH3:31])[CH2:25][CH2:26][C:27]([OH:29])=[O:28])=[O:22])[N:4]=1)#[N:2]. (3) Given the reactants [C:1]1([C:7]2[CH:8]=[CH:9][C:10]3[N:11]([C:26]4[CH:31]=[CH:30][C:29]([O:32]C)=[CH:28][CH:27]=4)[C:12]4[C:17]([C:18]=3[CH:19]=2)=[CH:16][C:15]([C:20]2[CH:25]=[CH:24][CH:23]=[CH:22][CH:21]=2)=[CH:14][CH:13]=4)[CH:6]=[CH:5][CH:4]=[CH:3][CH:2]=1.B(Br)(Br)Br, predict the reaction product. The product is: [C:1]1([C:7]2[CH:8]=[CH:9][C:10]3[N:11]([C:26]4[CH:27]=[CH:28][C:29]([OH:32])=[CH:30][CH:31]=4)[C:12]4[C:17]([C:18]=3[CH:19]=2)=[CH:16][C:15]([C:20]2[CH:25]=[CH:24][CH:23]=[CH:22][CH:21]=2)=[CH:14][CH:13]=4)[CH:2]=[CH:3][CH:4]=[CH:5][CH:6]=1.